Predict which catalyst facilitates the given reaction. From a dataset of Catalyst prediction with 721,799 reactions and 888 catalyst types from USPTO. (1) Reactant: [H-].[H-].[H-].[H-].[Li+].[Al+3].[CH3:7][N:8]([CH:19]1[CH2:24][CH2:23][CH2:22][CH2:21][O:20]1)[C:9]1[S:10][C:11]([C:14](OCC)=[O:15])=[CH:12][N:13]=1. Product: [CH3:7][N:8]([CH:19]1[CH2:24][CH2:23][CH2:22][CH2:21][O:20]1)[C:9]1[S:10][C:11]([CH2:14][OH:15])=[CH:12][N:13]=1. The catalyst class is: 1. (2) Reactant: [NH2:1][C:2]1[N:7]2[N:8]=[CH:9][C:10]([C:11]3[CH:12]=[N:13][C:14]4[C:19]([CH:20]=3)=[CH:18][CH:17]=[CH:16][CH:15]=4)=[C:6]2[N:5]=[C:4]([O:21][C:22]2[CH:27]=[CH:26][C:25]([CH2:28][C:29]([O:31]C)=[O:30])=[CH:24][CH:23]=2)[C:3]=1[Br:33].[Li+].[OH-]. Product: [NH2:1][C:2]1[N:7]2[N:8]=[CH:9][C:10]([C:11]3[CH:12]=[N:13][C:14]4[C:19]([CH:20]=3)=[CH:18][CH:17]=[CH:16][CH:15]=4)=[C:6]2[N:5]=[C:4]([O:21][C:22]2[CH:23]=[CH:24][C:25]([CH2:28][C:29]([OH:31])=[O:30])=[CH:26][CH:27]=2)[C:3]=1[Br:33]. The catalyst class is: 1. (3) Reactant: [F:1][C:2]([F:7])([F:6])[C:3](O)=[O:4].[CH2:8]1[C:16]2[C:11](=[CH:12][CH:13]=[CH:14][CH:15]=2)[CH2:10][CH:9]1[NH2:17].CCN(CC)CC. Product: [F:1][C:2]([F:7])([F:6])[C:3]([NH:17][CH:9]1[CH2:10][C:11]2[C:16](=[CH:15][CH:14]=[CH:13][CH:12]=2)[CH2:8]1)=[O:4]. The catalyst class is: 1. (4) Reactant: CS(O)(=O)=[O:3].[NH2:6][CH2:7][C:8]1[CH:9]=[C:10]2[C:14](=[CH:15][CH:16]=1)[C:13](=[O:17])[N:12]([CH:18]1[CH2:23][CH2:22][C:21](=[O:24])[NH:20][C:19]1=[O:25])[CH2:11]2.C1N=CN([C:31]([N:33]2C=N[CH:35]=[CH:34]2)=[O:32])C=1.[Si](ONC1C=[CH:51][C:50]([CH3:53])=[CH:49][CH:48]=1)(C(C)(C)C)(C)C. Product: [O:25]=[C:19]1[CH:18]([N:12]2[CH2:11][C:10]3[C:14](=[CH:15][CH:16]=[C:8]([CH2:7][NH:6][C:31]([NH:33][C:34]4[CH:35]=[CH:51][C:50]([CH3:53])=[C:49]([OH:3])[CH:48]=4)=[O:32])[CH:9]=3)[C:13]2=[O:17])[CH2:23][CH2:22][C:21](=[O:24])[NH:20]1. The catalyst class is: 3. (5) Reactant: [S:1]1[CH:5]=[C:4]([C:6]2[CH:16]=[CH:15][C:9]([O:10][CH2:11][CH:12]3[CH2:14][O:13]3)=[CH:8][CH:7]=2)[C:3]2[CH:17]=[CH:18][CH:19]=[CH:20][C:2]1=2.[F:21][C:22]1[CH:29]=[CH:28][C:25]([CH2:26][NH2:27])=[CH:24][CH:23]=1.C(O)C.CO. Product: [S:1]1[CH:5]=[C:4]([C:6]2[CH:16]=[CH:15][C:9]([O:10][CH2:11][C@H:12]([OH:13])[CH2:14][NH:27][CH2:26][C:25]3[CH:28]=[CH:29][C:22]([F:21])=[CH:23][CH:24]=3)=[CH:8][CH:7]=2)[C:3]2[CH:17]=[CH:18][CH:19]=[CH:20][C:2]1=2. The catalyst class is: 13. (6) Reactant: [NH2:1][C:2]1[C:7]([N+:8]([O-])=O)=[C:6]([N:11]([CH2:17][C:18]2[CH:23]=[CH:22][C:21]([CH2:24][P:25]([O:30][CH2:31][CH3:32])([O:27][CH2:28][CH3:29])=[O:26])=[CH:20][CH:19]=2)[C:12](=[O:16])[O:13][CH2:14][CH3:15])[CH:5]=[C:4]([O:33][CH2:34][CH2:35][O:36][CH3:37])[N:3]=1. Product: [NH2:1][C:2]1[C:7]([NH2:8])=[C:6]([N:11]([CH2:17][C:18]2[CH:19]=[CH:20][C:21]([CH2:24][P:25]([O:27][CH2:28][CH3:29])([O:30][CH2:31][CH3:32])=[O:26])=[CH:22][CH:23]=2)[C:12](=[O:16])[O:13][CH2:14][CH3:15])[CH:5]=[C:4]([O:33][CH2:34][CH2:35][O:36][CH3:37])[N:3]=1. The catalyst class is: 50. (7) Product: [CH3:10][C:7]1[N:8]=[N:9][N:5]([CH2:4][C:3]2[CH:11]=[C:12]([C:15]([F:18])([F:17])[F:16])[CH:13]=[CH:14][C:2]=2/[CH:50]=[CH:49]/[C:48]([O:52][CH2:53][CH3:54])=[O:51])[N:6]=1. The catalyst class is: 416. Reactant: Br[C:2]1[CH:14]=[CH:13][C:12]([C:15]([F:18])([F:17])[F:16])=[CH:11][C:3]=1[CH2:4][N:5]1[N:9]=[N:8][C:7]([CH3:10])=[N:6]1.C1(C)C=CC=CC=1P(C1C=CC=CC=1C)C1C=CC=CC=1C.C(N(CC)CC)C.[C:48]([O:52][CH2:53][CH3:54])(=[O:51])[CH:49]=[CH2:50]. (8) Reactant: [F:1][C:2]1[CH:3]=[C:4]([C@:15]([NH:30][C:31](=[O:36])[CH2:32][C:33](=[O:35])[CH3:34])([C:23]2[CH:28]=[CH:27][C:26]([F:29])=[CH:25][CH:24]=2)[CH2:16][C:17]2[CH:22]=[CH:21][CH:20]=[CH:19][CH:18]=2)[CH:5]=[C:6]([O:8][C:9]([F:14])([F:13])[CH:10]([F:12])[F:11])[CH:7]=1.[BH4-].[Na+]. Product: [F:1][C:2]1[CH:3]=[C:4]([C@:15]([NH:30][C:31](=[O:36])[CH2:32][CH:33]([OH:35])[CH3:34])([C:23]2[CH:24]=[CH:25][C:26]([F:29])=[CH:27][CH:28]=2)[CH2:16][C:17]2[CH:18]=[CH:19][CH:20]=[CH:21][CH:22]=2)[CH:5]=[C:6]([O:8][C:9]([F:14])([F:13])[CH:10]([F:12])[F:11])[CH:7]=1. The catalyst class is: 5. (9) Product: [CH2:2]([NH:4][CH2:5][CH2:6][N:7]1[C:11](=[O:12])[C:10]2=[CH:13][CH:14]=[CH:15][CH:16]=[C:9]2[C:8]1=[O:17])[CH3:3]. Reactant: Cl.[CH2:2]([NH:4][CH2:5][CH2:6][N:7]1[C:11](=[O:12])[C:10]2=[CH:13][CH:14]=[CH:15][CH:16]=[C:9]2[C:8]1=[O:17])[CH3:3]. The catalyst class is: 4. (10) Reactant: C(OC([N:8]1[CH2:13][CH2:12][CH:11]([O:14][C:15]2[CH:16]=[C:17]3[C:22](=[CH:23][C:24]=2[CH3:25])[C:21]([NH2:26])=[N:20][CH:19]=[CH:18]3)[CH2:10][CH2:9]1)=O)(C)(C)C. Product: [CH3:25][C:24]1[CH:23]=[C:22]2[C:17]([CH:18]=[CH:19][N:20]=[C:21]2[NH2:26])=[CH:16][C:15]=1[O:14][CH:11]1[CH2:12][CH2:13][NH:8][CH2:9][CH2:10]1. The catalyst class is: 281.